Dataset: Full USPTO retrosynthesis dataset with 1.9M reactions from patents (1976-2016). Task: Predict the reactants needed to synthesize the given product. (1) Given the product [F:17][C:15]1[CH:16]=[C:11]([CH2:10][C@@H:9]([C:19]2[C:24]([C:25]3[CH:26]=[CH:27][C:28]([F:34])=[C:29]([CH:33]=3)[C:30]([NH2:32])=[O:31])=[CH:23][CH:22]=[CH:21][N:20]=2)[NH:8][C:44](=[O:45])[CH2:43][N:42]2[C:38]([CH:35]([CH3:37])[CH3:36])=[CH:39][C:40]([C:47]([F:50])([F:48])[F:49])=[N:41]2)[CH:12]=[C:13]([F:18])[CH:14]=1, predict the reactants needed to synthesize it. The reactants are: FC(F)(F)C(O)=O.[NH2:8][C@H:9]([C:19]1[C:24]([C:25]2[CH:26]=[CH:27][C:28]([F:34])=[C:29]([CH:33]=2)[C:30]([NH2:32])=[O:31])=[CH:23][CH:22]=[CH:21][N:20]=1)[CH2:10][C:11]1[CH:16]=[C:15]([F:17])[CH:14]=[C:13]([F:18])[CH:12]=1.[CH:35]([C:38]1[N:42]([CH2:43][C:44](O)=[O:45])[N:41]=[C:40]([C:47]([F:50])([F:49])[F:48])[CH:39]=1)([CH3:37])[CH3:36]. (2) Given the product [Cl:1][C:2]1[CH:3]=[CH:4][C:5]([C@@H:8]2[CH2:13][CH2:12][N:11]([C:14]([O:16][C:17]([CH3:18])([CH3:19])[CH3:20])=[O:15])[CH2:10][C@H:9]2[CH2:21][OH:22])=[CH:6][CH:7]=1, predict the reactants needed to synthesize it. The reactants are: [Cl:1][C:2]1[CH:7]=[CH:6][C:5]([C@@H:8]2[CH2:13][CH2:12][N:11]([C:14]([O:16][C:17]([CH3:20])([CH3:19])[CH3:18])=[O:15])[CH2:10][C@H:9]2[C:21](OC)=[O:22])=[CH:4][CH:3]=1.CO.[BH4-].[Li+].[Cl-].[NH4+]. (3) The reactants are: [CH3:1][N:2]1[CH2:7][CH2:6][N:5]([C:8]2[N:13]=[CH:12][C:11]([C:14]3[C:22]4[C:17](=[CH:18][CH:19]=[C:20]([CH:23]=O)[CH:21]=4)[NH:16][N:15]=3)=[CH:10][CH:9]=2)[CH2:4][CH2:3]1.N1CCCCC1.[NH:31]1[C:39]2[C:34](=[CH:35][CH:36]=[CH:37][CH:38]=2)[CH2:33][C:32]1=[O:40]. Given the product [CH3:1][N:2]1[CH2:7][CH2:6][N:5]([C:8]2[N:13]=[CH:12][C:11]([C:14]3[C:22]4[C:17](=[CH:18][CH:19]=[C:20]([CH:23]=[C:33]5[C:34]6[C:39](=[CH:38][CH:37]=[CH:36][CH:35]=6)[NH:31][C:32]5=[O:40])[CH:21]=4)[NH:16][N:15]=3)=[CH:10][CH:9]=2)[CH2:4][CH2:3]1, predict the reactants needed to synthesize it. (4) Given the product [Cl:30][C:13]1[CH:12]=[C:11]([C:19]2[CH:24]=[CH:23][CH:22]=[C:21]([CH3:25])[CH:20]=2)[C:10]2[C:15](=[CH:16][CH:17]=[C:8]([C:6]([C:5]3[CH:26]=[CH:27][C:2]([Cl:1])=[CH:3][CH:4]=3)=[O:7])[CH:9]=2)[N:14]=1, predict the reactants needed to synthesize it. The reactants are: [Cl:1][C:2]1[CH:27]=[CH:26][C:5]([C:6]([C:8]2[CH:9]=[C:10]3[C:15](=[CH:16][CH:17]=2)[NH:14][C:13](=O)[CH:12]=[C:11]3[C:19]2[CH:24]=[CH:23][CH:22]=[C:21]([CH3:25])[CH:20]=2)=[O:7])=[CH:4][CH:3]=1.P(Cl)(Cl)([Cl:30])=O.